Dataset: Full USPTO retrosynthesis dataset with 1.9M reactions from patents (1976-2016). Task: Predict the reactants needed to synthesize the given product. (1) The reactants are: [CH2:1]([O:5][C:6]1[N:14]=[C:13]2[C:9]([N:10]=[C:11]([O:28][CH3:29])[N:12]2[CH2:15][CH2:16][CH2:17][CH2:18][CH2:19][CH2:20][N:21]2[CH2:26][CH2:25][N:24]([CH3:27])[CH2:23][CH2:22]2)=[C:8]([NH2:30])[N:7]=1)[CH2:2][CH2:3][CH3:4].[CH2:31](OC1N=C2C(N=C(OC)N2CCCCCCCl)=C(N)N=1)CCC.C(N1CCNCC1)C. Given the product [CH2:1]([O:5][C:6]1[N:14]=[C:13]2[C:9]([N:10]=[C:11]([O:28][CH3:29])[N:12]2[CH2:15][CH2:16][CH2:17][CH2:18][CH2:19][CH2:20][N:21]2[CH2:22][CH2:23][N:24]([CH2:27][CH3:31])[CH2:25][CH2:26]2)=[C:8]([NH2:30])[N:7]=1)[CH2:2][CH2:3][CH3:4], predict the reactants needed to synthesize it. (2) The reactants are: [C:1]([C:9]1[CH:14]=[CH:13][CH:12]=[CH:11][CH:10]=1)(=O)[C:2]1[CH:7]=[CH:6][CH:5]=[CH:4][CH:3]=1.O.[NH2:16][NH2:17]. Given the product [C:1](=[N:16][NH2:17])([C:9]1[CH:14]=[CH:13][CH:12]=[CH:11][CH:10]=1)[C:2]1[CH:7]=[CH:6][CH:5]=[CH:4][CH:3]=1, predict the reactants needed to synthesize it. (3) Given the product [C:1]12([CH2:7][OH:8])[CH2:9][CH:6]1[CH2:5][CH2:4][CH2:3][CH2:2]2, predict the reactants needed to synthesize it. The reactants are: [C:1]1([CH2:7][OH:8])[CH2:6][CH2:5][CH2:4][CH2:3][CH:2]=1.[CH2:9]([Zn]CC)C.ClCI. (4) The reactants are: [C:1]([O:5][P:6]([O:13][C:14]1[CH:19]=[CH:18][C:17]([C:20]2[CH:25]=[CH:24][C:23]([CH2:26][CH2:27][C@@:28]([CH3:38])([S:34]([CH3:37])(=[O:36])=[O:35])[C:29]([O:31]CC)=[O:30])=[CH:22][CH:21]=2)=[CH:16][CH:15]=1)([O:8][C:9]([CH3:12])([CH3:11])[CH3:10])=[O:7])([CH3:4])([CH3:3])[CH3:2].BrC1N=CC(CCC(C)(S(C)(=O)=O)C(O)=O)=CC=1. Given the product [C:9]([O:8][P:6]([O:13][C:14]1[CH:19]=[CH:18][C:17]([C:20]2[CH:21]=[CH:22][C:23]([CH2:26][CH2:27][C@@:28]([CH3:38])([S:34]([CH3:37])(=[O:35])=[O:36])[C:29]([OH:31])=[O:30])=[CH:24][CH:25]=2)=[CH:16][CH:15]=1)([O:5][C:1]([CH3:4])([CH3:3])[CH3:2])=[O:7])([CH3:10])([CH3:11])[CH3:12], predict the reactants needed to synthesize it. (5) Given the product [CH3:1][C:2]([Si:5]([CH3:25])([CH3:26])[O:6][C@H:7]1[CH2:12][C@@H:11]([CH2:13][N:31]2[C:27](=[O:37])[C:28]3[C:29](=[CH:33][CH:34]=[CH:35][CH:36]=3)[C:30]2=[O:32])[CH2:10][N:9]([C:15]([O:17][CH2:18][C:19]2[CH:20]=[CH:21][CH:22]=[CH:23][CH:24]=2)=[O:16])[CH2:8]1)([CH3:4])[CH3:3], predict the reactants needed to synthesize it. The reactants are: [CH3:1][C:2]([Si:5]([CH3:26])([CH3:25])[O:6][C@H:7]1[CH2:12][C@@H:11]([CH2:13]O)[CH2:10][N:9]([C:15]([O:17][CH2:18][C:19]2[CH:24]=[CH:23][CH:22]=[CH:21][CH:20]=2)=[O:16])[CH2:8]1)([CH3:4])[CH3:3].[C:27]1(=[O:37])[NH:31][C:30](=[O:32])[C:29]2=[CH:33][CH:34]=[CH:35][CH:36]=[C:28]12.C1(P(C2C=CC=CC=2)C2C=CC=CC=2)C=CC=CC=1.N(C(OCC)=O)=NC(OCC)=O. (6) Given the product [CH:1]1([NH:5][C:6]([NH:7][C:8]2[CH:28]=[CH:27][C:11]([C:12]([N:14]3[CH2:15][CH2:16][NH:17][CH2:18][CH2:19]3)=[O:13])=[CH:10][C:9]=2[F:29])=[O:30])[CH2:2][CH2:3][CH2:4]1, predict the reactants needed to synthesize it. The reactants are: [CH:1]1([NH:5][C:6](=[O:30])[NH:7][C:8]2[CH:28]=[CH:27][C:11]([C:12]([N:14]3[CH2:19][CH2:18][N:17](C(OC(C)(C)C)=O)[CH2:16][CH2:15]3)=[O:13])=[CH:10][C:9]=2[F:29])[CH2:4][CH2:3][CH2:2]1.FC(F)(F)C(O)=O. (7) Given the product [Br:1][C:2]1[CH:3]=[C:4]2[C:8]([CH:7]=[C:6]([CH2:11][CH2:12][OH:13])[N:23]=[CH:5]2)=[CH:9][CH:10]=1, predict the reactants needed to synthesize it. The reactants are: [Br:1][C:2]1[CH:3]=[C:4]2[C:8](=[CH:9][CH:10]=1)[CH2:7][C:6]([CH2:11][CH2:12][OH:13])=[CH:5]2.CSC.C(=O)(O)[O-].[Na+].[OH-].[NH4+:23]. (8) Given the product [CH3:1][O:2][C:3]1[CH:9]=[CH:8][C:7]([CH2:10][S:11]([CH2:14][CH2:15][C:16]2[C:17]([O:26][CH3:27])=[CH:18][C:19]([O:24][CH3:25])=[CH:20][C:21]=2[O:22][CH3:23])(=[O:13])=[O:12])=[CH:6][C:4]=1[NH2:5], predict the reactants needed to synthesize it. The reactants are: [CH3:1][O:2][C:3]1[CH:9]=[CH:8][C:7]([CH2:10][S:11](/[CH:14]=[CH:15]/[C:16]2[C:21]([O:22][CH3:23])=[CH:20][C:19]([O:24][CH3:25])=[CH:18][C:17]=2[O:26][CH3:27])(=[O:13])=[O:12])=[CH:6][C:4]=1[NH2:5].[H][H]. (9) Given the product [NH2:26][C:18]1[C:17]2[N:27]=[C:14]3[CH2:13][O:12][CH2:11][C@H:10]([CH2:9][OH:8])[N:15]3[C:16]=2[C:25]2[C:20](=[CH:21][CH:22]=[CH:23][CH:24]=2)[N:19]=1, predict the reactants needed to synthesize it. The reactants are: C([O:8][CH2:9][C@@H:10]1[N:15]2[C:16]3[C:25]4[C:20](=[CH:21][CH:22]=[CH:23][CH:24]=4)[N:19]=[C:18]([NH2:26])[C:17]=3[N:27]=[C:14]2[CH2:13][O:12][CH2:11]1)C1C=CC=CC=1.CO.C(Cl)(=O)C.